Dataset: Full USPTO retrosynthesis dataset with 1.9M reactions from patents (1976-2016). Task: Predict the reactants needed to synthesize the given product. Given the product [Br:22][C:15]1[S:16][C:12]2[CH:11]=[C:10]([CH:4]([N:5]3[CH:9]=[CH:8][N:7]=[CH:6]3)[CH:3]([CH2:20][CH3:21])[CH2:1][CH3:2])[CH:19]=[CH:18][C:13]=2[N:14]=1, predict the reactants needed to synthesize it. The reactants are: [CH2:1]([CH:3]([CH2:20][CH3:21])[CH:4]([C:10]1[CH:19]=[CH:18][C:13]2[N:14]=[C:15](N)[S:16][C:12]=2[CH:11]=1)[N:5]1[CH:9]=[CH:8][N:7]=[CH:6]1)[CH3:2].[Br:22]C1SC2C=C(C(N3C=CN=C3)C(N(C)C)CC)C=CC=2N=1.CN(C)C(CC)C(C1C=CC2N=C(C(OC)=O)SC=2C=1)N1C=CN=C1.CN(C)C(CC)C(C1C=CC2N=C(N)SC=2C=1)N1C=CN=C1.CN(C)C(CC)C(C1C=CC2N=C(NC(N)=O)SC=2C=1)N1C=CN=C1.C(N(C)C(CC)C(C1C=CC2N=C(NC(=O)C)SC=2C=1)N1C=CN=C1)C.CN(C)C(CC)C(C1C=CC2N=C(C(=N)OC)SC=2C=1)N1C=CN=C1.CN(C)C(CC)C(C1C=CC2N=C(C(N)=O)SC=2C=1)N1C=CN=C1.BrC1SC2C=C(C(N3C=CN=C3)C(N(CC)C)CC)C=CC=2N=1.ClC1SC2C=C(C(N3C=CN=C3)C(N(CC)C)CC)C=CC=2N=1.S1C2C=C(C(N3C=CN=C3)C(N(C)C)CC)C=CC=2N=C1.C(N(C)C(CC)C(C1C=CC2N=C(N)SC=2C=1)N1C=CN=C1)C.